Dataset: Forward reaction prediction with 1.9M reactions from USPTO patents (1976-2016). Task: Predict the product of the given reaction. (1) The product is: [CH2:1]1[N:12]2[C:13]3[C:9]([C@@H:10]4[CH2:17][NH:16][CH2:15][CH2:14][C@@H:11]42)=[CH:8][C:7]([C:18]2[CH:25]=[CH:24][C:23]([O:26][CH3:27])=[CH:22][C:19]=2[CH:20]([OH:21])[CH3:28])=[CH:6][C:5]=3[CH2:4][S:3][CH2:2]1. Given the reactants [CH2:1]1[N:12]2[C:13]3[C:9]([C@@H:10]4[CH2:17][NH:16][CH2:15][CH2:14][C@@H:11]42)=[CH:8][C:7]([C:18]2[CH:25]=[CH:24][C:23]([O:26][CH3:27])=[CH:22][C:19]=2[CH:20]=[O:21])=[CH:6][C:5]=3[CH2:4][S:3][CH2:2]1.[CH3:28][Mg]Br, predict the reaction product. (2) Given the reactants [O:1]1[C@@H:6]2[CH2:7][N:8](C(OCC3C=CC=CC=3)=O)[CH2:9][C@H:5]2[O:4][CH2:3][CH2:2]1, predict the reaction product. The product is: [O:1]1[C@@H:6]2[CH2:7][NH:8][CH2:9][C@H:5]2[O:4][CH2:3][CH2:2]1. (3) Given the reactants [CH3:1][C:2]1[CH:11]=[CH:10][C:9]2[C:4](=[CH:5][CH:6]=[CH:7][C:8]=2[N:12]2[CH2:17][CH2:16][N:15]([CH2:18][CH2:19][C:20]3[CH:21]=[C:22]([CH:24]=[CH:25][CH:26]=3)[NH2:23])[CH2:14][CH2:13]2)[N:3]=1.[Cl:27][C:28]([O:30][CH2:31][CH3:32])=[O:29], predict the reaction product. The product is: [ClH:27].[ClH:27].[CH3:1][C:2]1[CH:11]=[CH:10][C:9]2[C:4](=[CH:5][CH:6]=[CH:7][C:8]=2[N:12]2[CH2:13][CH2:14][N:15]([CH2:18][CH2:19][C:20]3[CH:21]=[C:22]([NH:23][C:28](=[O:29])[O:30][CH2:31][CH3:32])[CH:24]=[CH:25][CH:26]=3)[CH2:16][CH2:17]2)[N:3]=1.